The task is: Binary Classification. Given a drug SMILES string, predict its activity (active/inactive) in a high-throughput screening assay against a specified biological target.. This data is from HIV replication inhibition screening data with 41,000+ compounds from the AIDS Antiviral Screen. (1) The molecule is CC1CCC(=O)C(C(=O)CC2CC(=O)NC(=O)C2)C1. The result is 0 (inactive). (2) The compound is Cc1c(O)c(OC2OC(CO)C(O)C(O)C2O)cc2c1CCC1C2(C)C(=O)CC2(C)C(C(C)(O)C3CCC(C)(C)O3)C(O)CC12C. The result is 0 (inactive). (3) The molecule is C1=C(c2ccccc2)NC2=NC3CCCCC3N2C1c1ccccc1. The result is 0 (inactive). (4) The compound is c1cc(-c2ccsc2-c2ccsc2)cs1. The result is 0 (inactive). (5) The compound is CCn1c(=O)c2c3ccc(O)cc3[nH]c2c2ccc(O)cc21. The result is 0 (inactive). (6) The molecule is CCCOC(=O)c1cc(OC(C)=O)c2c(OC)ccc(OC)c2c1. The result is 1 (active). (7) The compound is CC1(C)C2CCC13CS(=O)(=O)N=C3C2. The result is 0 (inactive).